This data is from Forward reaction prediction with 1.9M reactions from USPTO patents (1976-2016). The task is: Predict the product of the given reaction. Given the reactants Cl.Cl.[NH2:3][CH2:4][CH2:5][S:6][S:7][CH2:8][CH2:9][NH2:10].C(N(CC)CC)C.[CH3:18][C:19]([O:22][C:23](O[C:23]([O:22][C:19]([CH3:21])([CH3:20])[CH3:18])=[O:24])=[O:24])([CH3:21])[CH3:20], predict the reaction product. The product is: [NH2:3][CH2:4][CH2:5][S:6][S:7][CH2:8][CH2:9][NH:10][C:23](=[O:24])[O:22][C:19]([CH3:21])([CH3:20])[CH3:18].